Dataset: Catalyst prediction with 721,799 reactions and 888 catalyst types from USPTO. Task: Predict which catalyst facilitates the given reaction. Reactant: [CH3:1][O:2][C:3]1[CH:4]=[C:5]2[CH:11]=[C:10]([CH3:12])[N:9](S(C3C=CC=CC=3)(=O)=O)[C:6]2=[N:7][CH:8]=1.[Na].O. Product: [CH3:1][O:2][C:3]1[CH:4]=[C:5]2[CH:11]=[C:10]([CH3:12])[NH:9][C:6]2=[N:7][CH:8]=1. The catalyst class is: 5.